From a dataset of Full USPTO retrosynthesis dataset with 1.9M reactions from patents (1976-2016). Predict the reactants needed to synthesize the given product. (1) Given the product [C:1]([C:5]1[O:9][N:8]=[C:7]([NH:10][C:11]([CH:13]2[CH2:18][CH2:17][CH2:16][N:15]([C:34]([N:31]3[CH2:32][CH2:33][S:28](=[O:37])(=[O:27])[CH2:29][CH2:30]3)=[O:35])[CH2:14]2)=[O:12])[CH:6]=1)([CH3:4])([CH3:2])[CH3:3], predict the reactants needed to synthesize it. The reactants are: [C:1]([C:5]1[O:9][N:8]=[C:7]([NH:10][C:11]([CH:13]2[CH2:18][CH2:17][CH2:16][NH:15][CH2:14]2)=[O:12])[CH:6]=1)([CH3:4])([CH3:3])[CH3:2].Cl.C(N(CC)CC)C.[O:27]=[S:28]1(=[O:37])[CH2:33][CH2:32][N:31]([C:34](Cl)=[O:35])[CH2:30][CH2:29]1. (2) Given the product [Br:8][C:4]1[CH:5]=[CH:6][CH:7]=[C:2]([CH:13]2[CH2:16][CH2:15][CH2:14]2)[N:3]=1, predict the reactants needed to synthesize it. The reactants are: Br[C:2]1[CH:7]=[CH:6][CH:5]=[C:4]([Br:8])[N:3]=1.ClCCl.[Br-].[CH:13]1([Zn+])[CH2:16][CH2:15][CH2:14]1. (3) The reactants are: ClCCl.Cl[C:5]1[N:6]=[C:7]([NH:20][CH2:21][C:22]2[CH:27]=[CH:26][C:25]([F:28])=[CH:24][CH:23]=2)[S:8][C:9]=1[CH2:10][C:11]1[C:19]2[C:14](=[N:15][CH:16]=[CH:17][CH:18]=2)[NH:13][CH:12]=1.[CH2:29]([Mg]Br)[CH3:30].O1CCCC1. Given the product [CH2:29]([C:5]1[N:6]=[C:7]([NH:20][CH2:21][C:22]2[CH:27]=[CH:26][C:25]([F:28])=[CH:24][CH:23]=2)[S:8][C:9]=1[CH2:10][C:11]1[C:19]2[C:14](=[N:15][CH:16]=[CH:17][CH:18]=2)[NH:13][CH:12]=1)[CH3:30], predict the reactants needed to synthesize it.